Dataset: Forward reaction prediction with 1.9M reactions from USPTO patents (1976-2016). Task: Predict the product of the given reaction. (1) Given the reactants Cl[C:2]([O:4][CH2:5][CH3:6])=[O:3].[OH:7][CH:8]1[CH:22]([N:23]2[CH2:28][CH2:27][CH:26]([CH3:29])[CH2:25][CH2:24]2)[C:21]2=[CH:30][CH:18]([O:19][C:20]2=[O:31])[CH:17]2[CH:13]([O:14][C:15](=[O:33])[CH:16]2[CH3:32])[CH2:12][C:11]2([CH3:34])[CH:9]1[O:10]2.C(OC1C(N2CCC(C)CC2)C2=CC(OC2=O)C2C(OC(=O)C2C)CC2(C)C1O2)(=O)C, predict the reaction product. The product is: [C:2](=[O:3])([O:7][CH:8]1[CH:22]([N:23]2[CH2:28][CH2:27][CH:26]([CH3:29])[CH2:25][CH2:24]2)[C:21]2=[CH:30][CH:18]([O:19][C:20]2=[O:31])[CH:17]2[CH:13]([O:14][C:15](=[O:33])[CH:16]2[CH3:32])[CH2:12][C:11]2([CH3:34])[CH:9]1[O:10]2)[O:4][CH2:5][CH3:6]. (2) Given the reactants [O:1]1[C:5]2[CH:6]=[CH:7][CH:8]=[CH:9][C:4]=2[C:3]([CH2:10][CH2:11][N:12]2[CH2:17][CH2:16][C:15]([CH2:19][NH:20][C:21](=O)OCC)([OH:18])[CH2:14][CH2:13]2)=[CH:2]1.[H-].[Al+3].[Li+].[H-].[H-].[H-], predict the reaction product. The product is: [O:1]1[C:5]2[CH:6]=[CH:7][CH:8]=[CH:9][C:4]=2[C:3]([CH2:10][CH2:11][N:12]2[CH2:17][CH2:16][C:15]([CH2:19][NH:20][CH3:21])([OH:18])[CH2:14][CH2:13]2)=[CH:2]1.